This data is from Catalyst prediction with 721,799 reactions and 888 catalyst types from USPTO. The task is: Predict which catalyst facilitates the given reaction. Reactant: [O:1]=[C:2]1[N:11]([C:12]2[S:16][CH:15]=[C:14]([C:17]([OH:19])=O)[CH:13]=2)[C:10](=[O:20])[C:9]2[C:4](=[CH:5][CH:6]=[CH:7][CH:8]=2)[NH:3]1.[CH2:21]([NH:23][C:24]1[CH:29]=[CH:28][CH:27]=[CH:26][CH:25]=1)[CH3:22].CN1C=CN=C1.Cl.C(N=C=NCCCN(C)C)C.Cl. Product: [O:1]=[C:2]1[N:11]([C:12]2[S:16][CH:15]=[C:14]([C:17]([N:23]([CH2:21][CH3:22])[C:24]3[CH:29]=[CH:28][CH:27]=[CH:26][CH:25]=3)=[O:19])[CH:13]=2)[C:10](=[O:20])[C:9]2[C:4](=[CH:5][CH:6]=[CH:7][CH:8]=2)[NH:3]1. The catalyst class is: 3.